This data is from Peptide-MHC class II binding affinity with 134,281 pairs from IEDB. The task is: Regression. Given a peptide amino acid sequence and an MHC pseudo amino acid sequence, predict their binding affinity value. This is MHC class II binding data. (1) The peptide sequence is HDWILADKRPTAWFL. The MHC is DRB3_0202 with pseudo-sequence DRB3_0202. The binding affinity (normalized) is 1.00. (2) The peptide sequence is GAGVMVEGVFHTLWHTTK. The MHC is DRB1_1101 with pseudo-sequence DRB1_1101. The binding affinity (normalized) is 0.443. (3) The peptide sequence is SQDLERSWNLNGLQAY. The MHC is DRB1_1302 with pseudo-sequence DRB1_1302. The binding affinity (normalized) is 0.533. (4) The peptide sequence is AIFVHGPTTVESHGN. The MHC is DRB1_1101 with pseudo-sequence DRB1_1101. The binding affinity (normalized) is 0.302. (5) The peptide sequence is GSRAIWYMWLGARYLHHHHHH. The MHC is HLA-DQA10102-DQB10501 with pseudo-sequence HLA-DQA10102-DQB10501. The binding affinity (normalized) is 0. (6) The peptide sequence is REEHYIVLSSELRLS. The MHC is DRB3_0101 with pseudo-sequence DRB3_0101. The binding affinity (normalized) is 0.222. (7) The peptide sequence is FEFNKKAIETLNDNT. The MHC is DRB1_1101 with pseudo-sequence DRB1_1101. The binding affinity (normalized) is 0.252. (8) The peptide sequence is DAYVATLTEALRVIA. The MHC is HLA-DQA10401-DQB10402 with pseudo-sequence HLA-DQA10401-DQB10402. The binding affinity (normalized) is 0.554.